This data is from Full USPTO retrosynthesis dataset with 1.9M reactions from patents (1976-2016). The task is: Predict the reactants needed to synthesize the given product. (1) Given the product [C:11]1([C:2]2[C:8]([F:9])=[CH:7][C:5]([NH2:6])=[C:4]([F:10])[CH:3]=2)[CH:16]=[CH:15][CH:14]=[CH:13][CH:12]=1, predict the reactants needed to synthesize it. The reactants are: Br[C:2]1[C:8]([F:9])=[CH:7][C:5]([NH2:6])=[C:4]([F:10])[CH:3]=1.[C:11]1(B(O)O)[CH:16]=[CH:15][CH:14]=[CH:13][CH:12]=1.C(=O)([O-])[O-].[K+].[K+].O. (2) Given the product [C:1]([OH:5])(=[O:4])[CH:2]=[CH2:3].[C:7]([OH:11])(=[O:10])[C:8]([CH3:16])=[CH2:9], predict the reactants needed to synthesize it. The reactants are: [C:1]([O:5]C)(=[O:4])[CH:2]=[CH2:3].[C:7]([O:11]CCCC)(=[O:10])[CH:8]=[CH2:9].[CH2:16]=CC1C=CC=CC=1.C(#N)C=C. (3) Given the product [CH3:35][N:4]1[CH2:3][CH2:2][N:1]([CH2:7][CH2:8][O:9][C:10]2[N:15]=[CH:14][C:13]([C:16]3[CH:17]=[N:18][C:19]4[N:20]([N:22]=[CH:23][C:24]=4[C:25]4[C:34]5[C:29](=[CH:30][CH:31]=[CH:32][CH:33]=5)[N:28]=[CH:27][CH:26]=4)[CH:21]=3)=[CH:12][CH:11]=2)[CH2:6][CH2:5]1.[C:35]([OH:41])([C:37]([F:40])([F:39])[F:38])=[O:36], predict the reactants needed to synthesize it. The reactants are: [N:1]1([CH2:7][CH2:8][O:9][C:10]2[N:15]=[CH:14][C:13]([C:16]3[CH:17]=[N:18][C:19]4[N:20]([N:22]=[CH:23][C:24]=4[C:25]4[C:34]5[C:29](=[CH:30][CH:31]=[CH:32][CH:33]=5)[N:28]=[CH:27][CH:26]=4)[CH:21]=3)=[CH:12][CH:11]=2)[CH2:6][CH2:5][NH:4][CH2:3][CH2:2]1.[C:35]([OH:41])([C:37]([F:40])([F:39])[F:38])=[O:36].C=O.C(O[BH-](OC(=O)C)OC(=O)C)(=O)C.[Na+].